This data is from Peptide-MHC class I binding affinity with 185,985 pairs from IEDB/IMGT. The task is: Regression. Given a peptide amino acid sequence and an MHC pseudo amino acid sequence, predict their binding affinity value. This is MHC class I binding data. (1) The MHC is HLA-A03:01 with pseudo-sequence HLA-A03:01. The binding affinity (normalized) is 0.102. The peptide sequence is QQQGQTVTK. (2) The peptide sequence is YVQMALMKL. The MHC is HLA-A29:02 with pseudo-sequence HLA-A29:02. The binding affinity (normalized) is 0. (3) The binding affinity (normalized) is 0.0854. The peptide sequence is NLINVELSL. The MHC is Mamu-A07 with pseudo-sequence Mamu-A07. (4) The peptide sequence is QFLKFSLPFPFLYKFLL. The MHC is HLA-B15:01 with pseudo-sequence HLA-B15:01. The binding affinity (normalized) is 0.0742. (5) The peptide sequence is ILGPPGSVY. The MHC is HLA-B58:01 with pseudo-sequence HLA-B58:01. The binding affinity (normalized) is 0.465. (6) The peptide sequence is RENQVAVVR. The MHC is HLA-A26:01 with pseudo-sequence HLA-A26:01. The binding affinity (normalized) is 0.0847.